Dataset: Forward reaction prediction with 1.9M reactions from USPTO patents (1976-2016). Task: Predict the product of the given reaction. (1) Given the reactants C(N(CC)CC)C.[N:8]1[CH:9]=[N:10][N:11]2[CH:16]=[CH:15][C:14]([C:17]3[O:21][C:20]([SH:22])=[N:19][N:18]=3)=[CH:13][C:12]=12.Br[CH2:24][C:25]1[CH:26]=[C:27]([CH:30]=[CH:31][CH:32]=1)[C:28]#[N:29], predict the reaction product. The product is: [N:8]1[CH:9]=[N:10][N:11]2[CH:16]=[CH:15][C:14]([C:17]3[O:21][C:20]([S:22][CH2:24][C:25]4[CH:26]=[C:27]([CH:30]=[CH:31][CH:32]=4)[C:28]#[N:29])=[N:19][N:18]=3)=[CH:13][C:12]=12. (2) The product is: [F:1][C:2]1[C:3]([C:16]2[CH:24]=[CH:23][C:19]([C:20]([OH:22])=[O:21])=[CH:18][CH:17]=2)=[C:4]2[C:14]3[C:9](=[CH:10][N:11]=[C:12]([C:29]4[CH:28]=[N:27][N:26]([CH3:25])[CH:30]=4)[CH:13]=3)[NH:8][C:5]2=[N:6][CH:7]=1. Given the reactants [F:1][C:2]1[C:3]([C:16]2[CH:24]=[CH:23][C:19]([C:20]([OH:22])=[O:21])=[CH:18][CH:17]=2)=[C:4]2[C:14]3[C:9](=[CH:10][N:11]=[C:12](Cl)[CH:13]=3)[NH:8][C:5]2=[N:6][CH:7]=1.[CH3:25][N:26]1[CH:30]=[C:29](B2OC(C)(C)C(C)(C)O2)[CH:28]=[N:27]1.C(=O)([O-])[O-].[Cs+].[Cs+], predict the reaction product. (3) Given the reactants [Br:1][C:2]1[CH:3]=[CH:4][C:5]([Cl:18])=[C:6]([CH2:8][C:9]2[O:13]C=[N:11][C:10]=2C(OC)=O)[CH:7]=1, predict the reaction product. The product is: [ClH:18].[NH2:11][CH2:10][C:9](=[O:13])[CH2:8][C:6]1[CH:7]=[C:2]([Br:1])[CH:3]=[CH:4][C:5]=1[Cl:18]. (4) Given the reactants [C:1](Cl)(Cl)=[O:2].[NH:5]1[CH2:10][CH2:9][O:8][CH:7]([C:11]([O:13][CH2:14][C:15]2[CH:20]=[CH:19][CH:18]=[CH:17][CH:16]=2)=[O:12])[CH2:6]1.C(N(C(C)C)C(C)C)C.[CH3:30][C:31]1([CH3:37])[CH2:36][CH2:35][CH2:34][NH:33][CH2:32]1, predict the reaction product. The product is: [CH3:30][C:31]1([CH3:37])[CH2:36][CH2:35][CH2:34][N:33]([C:1]([N:5]2[CH2:10][CH2:9][O:8][CH:7]([C:11]([O:13][CH2:14][C:15]3[CH:20]=[CH:19][CH:18]=[CH:17][CH:16]=3)=[O:12])[CH2:6]2)=[O:2])[CH2:32]1. (5) Given the reactants C([O:5][C:6](=[O:27])[CH2:7][N:8]1[C:16]2[C:11](=[C:12]([N+:17]([O-])=O)[CH:13]=[CH:14][CH:15]=2)[C:10]([CH2:20][CH2:21][C:22](OCC)=[O:23])=[CH:9]1)(C)(C)C, predict the reaction product. The product is: [O:23]=[C:22]1[NH:17][C:12]2[C:11]3[C:10](=[CH:9][N:8]([CH2:7][C:6]([OH:5])=[O:27])[C:16]=3[CH:15]=[CH:14][CH:13]=2)[CH2:20][CH2:21]1. (6) The product is: [Br:7][C:8]1[CH:13]=[CH:12][C:11]([C:18]2[CH:19]=[CH:20][C:21]([Si:24]([CH3:25])([CH3:27])[CH3:26])=[C:22]([F:23])[C:17]=2[F:16])=[C:10]([F:15])[CH:9]=1. Given the reactants C([O-])([O-])=O.[K+].[K+].[Br:7][C:8]1[CH:13]=[CH:12][C:11](I)=[C:10]([F:15])[CH:9]=1.[F:16][C:17]1[C:22]([F:23])=[C:21]([Si:24]([CH3:27])([CH3:26])[CH3:25])[CH:20]=[CH:19][C:18]=1B1OCC(C)(C)CO1, predict the reaction product. (7) Given the reactants [Cl:1][C:2]1[CH:7]=[CH:6][CH:5]=[C:4]([Cl:8])[C:3]=1[N:9]1[C:13](=[O:14])[NH:12][C:11]([C:15]2[CH:20]=[CH:19][C:18]([N+:21]([O-])=O)=[C:17]([O:24][CH3:25])[CH:16]=2)=[N:10]1.Cl, predict the reaction product. The product is: [NH2:21][C:18]1[CH:19]=[CH:20][C:15]([C:11]2[NH:12][C:13](=[O:14])[N:9]([C:3]3[C:2]([Cl:1])=[CH:7][CH:6]=[CH:5][C:4]=3[Cl:8])[N:10]=2)=[CH:16][C:17]=1[O:24][CH3:25]. (8) Given the reactants [OH:1][C:2]1[C:11]2[C:6](=[CH:7][CH:8]=[CH:9][CH:10]=2)[C:5]([CH:12]=O)=[CH:4][CH:3]=1.[C:14]([C:16]([C:25]#[N:26])=[C:17]1[CH:22]=[C:21]([CH3:23])[O:20][C:19]([CH3:24])=[CH:18]1)#[N:15].N1CCCCC1, predict the reaction product. The product is: [OH:1][C:2]1[C:11]2[C:6](=[CH:7][CH:8]=[CH:9][CH:10]=2)[C:5](/[CH:12]=[CH:23]/[C:21]2[O:20][C:19]([CH3:24])=[CH:18][C:17](=[C:16]([C:25]#[N:26])[C:14]#[N:15])[CH:22]=2)=[CH:4][CH:3]=1. (9) Given the reactants [C:1]([C:5]1[CH:6]=[C:7]([C:14]2[N:18]([CH2:19][CH:20]3[CH2:25][CH2:24][CH2:23][CH2:22][CH2:21]3)[C:17]([CH3:26])=[C:16]([C:27](O)=[O:28])[CH:15]=2)[CH:8]=[C:9]([CH:11]2[CH2:13][CH2:12]2)[CH:10]=1)([CH3:4])([CH3:3])[CH3:2].C(Cl)(C(Cl)=O)=O.C[N:37](C=O)C, predict the reaction product. The product is: [C:1]([C:5]1[CH:6]=[C:7]([C:14]2[N:18]([CH2:19][CH:20]3[CH2:25][CH2:24][CH2:23][CH2:22][CH2:21]3)[C:17]([CH3:26])=[C:16]([C:27]([NH2:37])=[O:28])[CH:15]=2)[CH:8]=[C:9]([CH:11]2[CH2:13][CH2:12]2)[CH:10]=1)([CH3:2])([CH3:3])[CH3:4].